This data is from Catalyst prediction with 721,799 reactions and 888 catalyst types from USPTO. The task is: Predict which catalyst facilitates the given reaction. (1) Reactant: [OH-].[Na+].[C:3]([O:7][C@@H:8]([C:15]1[C:16]([CH3:46])=[N:17][C:18]([CH3:45])=[C:19]([C:29]2[CH:34]=[CH:33][C:32]([O:35][CH2:36][CH2:37][C:38]3[CH:43]=[CH:42][C:41]([F:44])=[CH:40][CH:39]=3)=[CH:31][CH:30]=2)[C:20]=1[N:21]1[CH2:25][CH2:24][CH:23]([CH:26]2[CH2:28][CH2:27]2)[CH2:22]1)[C:9]([O:11]C(C)C)=[O:10])([CH3:6])([CH3:5])[CH3:4].Cl. Product: [C:3]([O:7][C@@H:8]([C:15]1[C:16]([CH3:46])=[N:17][C:18]([CH3:45])=[C:19]([C:29]2[CH:30]=[CH:31][C:32]([O:35][CH2:36][CH2:37][C:38]3[CH:43]=[CH:42][C:41]([F:44])=[CH:40][CH:39]=3)=[CH:33][CH:34]=2)[C:20]=1[N:21]1[CH2:25][CH2:24][CH:23]([CH:26]2[CH2:28][CH2:27]2)[CH2:22]1)[C:9]([OH:11])=[O:10])([CH3:6])([CH3:5])[CH3:4]. The catalyst class is: 8. (2) Reactant: [C:1]1([CH:8]=[CH:7][CH:6]=[C:4]([OH:5])[CH:3]=1)[OH:2].O.C1(C)C=CC(S(O)(=O)=O)=CC=1.[CH3:21][O:22][CH:23](OC)[CH:24]=[CH2:25].[OH-].[Na+]. Product: [OH:2][C:1]1[CH:3]=[C:4]2[C:6]([CH2:25][CH2:24][CH:23]([O:22][CH3:21])[O:5]2)=[CH:7][CH:8]=1. The catalyst class is: 581. (3) Reactant: [Si:1]([O:8][C@H:9]1[CH2:18][C:17]([CH3:20])([CH3:19])[CH2:16][C:15]2[N:14]=[C:13]3[C:21]4([CH2:37]CC[CH:34]4I)[O:22][CH:23]([C:24]4[CH:29]=[CH:28][C:27]([C:30]([F:33])([F:32])[F:31])=[CH:26][CH:25]=4)[C:12]3=[C:11]([CH:39]3[CH2:43][CH2:42][CH2:41][CH2:40]3)[C:10]1=2)([C:4]([CH3:7])([CH3:6])[CH3:5])([CH3:3])[CH3:2].C[Si]([SiH]([Si](C)(C)C)[Si](C)(C)C)(C)C.N(C(C)(C)C#N)=NC(C)(C)C#N.CO. Product: [C:4]([Si:1]([CH3:3])([CH3:2])[O:8][CH:9]1[CH2:18][C:17]([CH3:20])([CH3:19])[CH2:16][C:15]2[N:14]=[C:13]3[C:21]([CH3:34])([CH3:37])[O:22][CH:23]([C:24]4[CH:29]=[CH:28][C:27]([C:30]([F:31])([F:32])[F:33])=[CH:26][CH:25]=4)[C:12]3=[C:11]([CH:39]3[CH2:43][CH2:42][CH2:41][CH2:40]3)[C:10]1=2)([CH3:5])([CH3:6])[CH3:7]. The catalyst class is: 11. (4) Reactant: [Cl:1][C:2]1[C:7]([C:8]2[CH:13]=[CH:12][CH:11]=[CH:10][C:9]=2[F:14])=[CH:6][C:5]([OH:15])=[C:4]([I:16])[CH:3]=1.[Cl:17][C:18]1[C:19](F)=[CH:20][C:21]([F:44])=[C:22]([S:24]([N:27]([CH2:33][C:34]2[CH:39]=[CH:38][C:37]([O:40][CH3:41])=[CH:36][C:35]=2[O:42][CH3:43])[C:28]2[S:29][CH:30]=[N:31][N:32]=2)(=[O:26])=[O:25])[CH:23]=1.C(=O)([O-])[O-].[K+].[K+]. Product: [Cl:17][C:18]1[C:19]([O:15][C:5]2[CH:6]=[C:7]([C:8]3[CH:13]=[CH:12][CH:11]=[CH:10][C:9]=3[F:14])[C:2]([Cl:1])=[CH:3][C:4]=2[I:16])=[CH:20][C:21]([F:44])=[C:22]([S:24]([N:27]([CH2:33][C:34]2[CH:39]=[CH:38][C:37]([O:40][CH3:41])=[CH:36][C:35]=2[O:42][CH3:43])[C:28]2[S:29][CH:30]=[N:31][N:32]=2)(=[O:25])=[O:26])[CH:23]=1. The catalyst class is: 16. (5) Reactant: C([O-])(=O)C.[Na+].[CH2:6]([O:8][C:9](=[O:23])[CH2:10][C:11](=O)[CH2:12][CH2:13][NH:14][C:15]([O:17][C:18]([CH3:21])([CH3:20])[CH3:19])=[O:16])[CH3:7].Cl.[NH2:25][CH2:26][C:27]([C:29]1[CH:34]=[CH:33][C:32]([F:35])=[CH:31][CH:30]=1)=O. Product: [CH2:6]([O:8][C:9]([C:10]1[C:27]([C:29]2[CH:34]=[CH:33][C:32]([F:35])=[CH:31][CH:30]=2)=[CH:26][NH:25][C:11]=1[CH2:12][CH2:13][NH:14][C:15]([O:17][C:18]([CH3:21])([CH3:20])[CH3:19])=[O:16])=[O:23])[CH3:7]. The catalyst class is: 97. (6) Reactant: [Cl:1][C:2]1[CH:7]=[CH:6][C:5]([NH:8][C:9]([NH:11][C:12]2[CH:17]=[CH:16][CH:15]=[C:14]([C:18]3[CH:23]=[CH:22][CH:21]=[C:20]([N:24]4[CH2:28][CH2:27][CH2:26][CH2:25]4)[N:19]=3)[CH:13]=2)=[O:10])=[CH:4][CH:3]=1.Cl[C:30]1C=CC(N)=C(C)C=1.CCN(C(C)C)C(C)C. Product: [Cl:1][C:2]1[CH:7]=[CH:6][C:5]([NH:8][C:9]([NH:11][C:12]2[CH:17]=[CH:16][CH:15]=[C:14]([C:18]3[CH:23]=[CH:22][CH:21]=[C:20]([N:24]4[CH2:28][CH2:27][CH2:26][CH2:25]4)[N:19]=3)[CH:13]=2)=[O:10])=[C:4]([CH3:30])[CH:3]=1. The catalyst class is: 3.